Dataset: Peptide-MHC class I binding affinity with 185,985 pairs from IEDB/IMGT. Task: Regression. Given a peptide amino acid sequence and an MHC pseudo amino acid sequence, predict their binding affinity value. This is MHC class I binding data. (1) The peptide sequence is RTRGGVAAA. The binding affinity (normalized) is 0.0847. The MHC is HLA-A24:03 with pseudo-sequence HLA-A24:03. (2) The peptide sequence is SRYWAIRTR. The MHC is HLA-A02:01 with pseudo-sequence HLA-A02:01. The binding affinity (normalized) is 0.0847. (3) The peptide sequence is GYKETPFLT. The MHC is HLA-A29:02 with pseudo-sequence HLA-A29:02. The binding affinity (normalized) is 0.1000.